Dataset: Forward reaction prediction with 1.9M reactions from USPTO patents (1976-2016). Task: Predict the product of the given reaction. Given the reactants [NH2:1][C:2]1[CH:3]=[N:4][C:5]2[C:10]([C:11]=1[NH:12][CH2:13][CH2:14][O:15][CH2:16][CH2:17][N:18]([CH3:26])[C:19](=[O:25])[O:20][C:21]([CH3:24])([CH3:23])[CH3:22])=[CH:9][CH:8]=[CH:7][CH:6]=2.C(N(CC)CC)C.[CH3:34][O:35][CH2:36][CH2:37][C:38](Cl)=O.C, predict the reaction product. The product is: [CH3:34][O:35][CH2:36][CH2:37][C:38]1[N:12]([CH2:13][CH2:14][O:15][CH2:16][CH2:17][N:18]([CH3:26])[C:19](=[O:25])[O:20][C:21]([CH3:22])([CH3:23])[CH3:24])[C:11]2[C:10]3[CH:9]=[CH:8][CH:7]=[CH:6][C:5]=3[N:4]=[CH:3][C:2]=2[N:1]=1.